Dataset: Catalyst prediction with 721,799 reactions and 888 catalyst types from USPTO. Task: Predict which catalyst facilitates the given reaction. (1) Reactant: [Cl:1][C:2]1[CH:7]=[CH:6][C:5]([C:8]2[C:14]3[CH:15]=[CH:16][CH:17]=[CH:18][C:13]=3[N:12]3[C:19]([CH3:22])=[N:20][N:21]=[C:11]3[CH:10]([CH2:23][C:24](O)=[O:25])[CH:9]=2)=[CH:4][CH:3]=1.CN(C(ON1N=NC2C=CC=NC1=2)=[N+](C)C)C.F[P-](F)(F)(F)(F)F.C(N(CC)CC)C.[O:58]=[S:59]1(=[O:64])[CH2:63][CH2:62][NH:61][CH2:60]1. Product: [Cl:1][C:2]1[CH:7]=[CH:6][C:5]([C:8]2[C:14]3[CH:15]=[CH:16][CH:17]=[CH:18][C:13]=3[N:12]3[C:19]([CH3:22])=[N:20][N:21]=[C:11]3[CH:10]([CH2:23][C:24]([N:61]3[CH2:62][CH2:63][S:59](=[O:64])(=[O:58])[CH2:60]3)=[O:25])[CH:9]=2)=[CH:4][CH:3]=1. The catalyst class is: 3. (2) Reactant: Cl[C:2]1[CH:3]=[CH:4][C:5]2[N:6]([C:8]([C:11]3[CH:16]=[CH:15][C:14]([Cl:17])=[CH:13][CH:12]=3)=[CH:9][N:10]=2)[N:7]=1.C([O-])([O-])=O.[K+].[K+].B([C:27]1[CH:35]=[CH:34][C:30]([C:31]([OH:33])=[O:32])=[C:29]([CH3:36])[CH:28]=1)(O)O. Product: [Cl:17][C:14]1[CH:15]=[CH:16][C:11]([C:8]2[N:6]3[N:7]=[C:2]([C:27]4[CH:35]=[CH:34][C:30]([C:31]([OH:33])=[O:32])=[C:29]([CH3:36])[CH:28]=4)[CH:3]=[CH:4][C:5]3=[N:10][CH:9]=2)=[CH:12][CH:13]=1. The catalyst class is: 710.